Dataset: Forward reaction prediction with 1.9M reactions from USPTO patents (1976-2016). Task: Predict the product of the given reaction. (1) Given the reactants [NH:1]1[C:9]2[C:4](=[CH:5][CH:6]=[CH:7][CH:8]=2)[CH2:3][CH2:2]1.[F:10][C:11]([F:22])([F:21])[C:12](O[C:12](=[O:13])[C:11]([F:22])([F:21])[F:10])=[O:13].O, predict the reaction product. The product is: [F:10][C:11]([F:22])([F:21])[C:12]([N:1]1[C:9]2[C:4](=[CH:5][CH:6]=[CH:7][CH:8]=2)[CH2:3][CH2:2]1)=[O:13]. (2) Given the reactants [Cl:1][C:2]1[CH:7]=[CH:6][C:5]([C:8]([N:10]([CH3:36])[C@@H:11]2[CH2:16][CH2:15][N:14]([C:17]3[N:22]=[CH:21][C:20]([C:23]([O:25]CC)=[O:24])=[CH:19][CH:18]=3)[CH2:13][C@H:12]2[C:28]2[CH:33]=[CH:32][C:31]([Cl:34])=[C:30]([Cl:35])[CH:29]=2)=[O:9])=[CH:4][CH:3]=1.[OH-].[Na+], predict the reaction product. The product is: [Cl:1][C:2]1[CH:7]=[CH:6][C:5]([C:8]([N:10]([CH3:36])[C@@H:11]2[CH2:16][CH2:15][N:14]([C:17]3[N:22]=[CH:21][C:20]([C:23]([OH:25])=[O:24])=[CH:19][CH:18]=3)[CH2:13][C@H:12]2[C:28]2[CH:33]=[CH:32][C:31]([Cl:34])=[C:30]([Cl:35])[CH:29]=2)=[O:9])=[CH:4][CH:3]=1.